From a dataset of Forward reaction prediction with 1.9M reactions from USPTO patents (1976-2016). Predict the product of the given reaction. (1) The product is: [O:50]1[CH2:55][CH2:54][CH:53]([CH2:56][NH:57][C:18]([C:15]2[CH:14]=[C:13]([CH2:12][O:11][CH2:10][CH2:9][CH2:8][CH2:7][C:1]3[CH:2]=[CH:3][CH:4]=[CH:5][CH:6]=3)[O:17][N:16]=2)=[O:20])[CH2:52][CH2:51]1. Given the reactants [C:1]1([CH2:7][CH2:8][CH2:9][CH2:10][O:11][CH2:12][C:13]2[O:17][N:16]=[C:15]([C:18]([OH:20])=O)[CH:14]=2)[CH:6]=[CH:5][CH:4]=[CH:3][CH:2]=1.C(N(CC)CC)C.Cl.C(N=C=NCCCN(C)C)C.ON1C2C=CC=CC=2N=N1.[O:50]1[CH2:55][CH2:54][CH:53]([CH2:56][NH2:57])[CH2:52][CH2:51]1, predict the reaction product. (2) Given the reactants COC1C=C(C(=O)CC(C2C=CC(OC)=C(OC)C=2O)=O)C=CC=1OC.[Cl-:27].O.[Cl:29][C:30]1C(=O)[C:38]2[C:33](=[C:34](OC)C(OC)=CC=2)[O:32][C:31]=1[C:45]1C=CC(OC)=C(OC)C=1, predict the reaction product. The product is: [Cl:27][CH2:30][Cl:29].[CH:31]([O:32][CH:33]([CH3:38])[CH3:34])([CH3:45])[CH3:30]. (3) The product is: [Cl:47][C:42]1[C:41]2[N:48]=[C:38]([C:34]3[C:33]([NH2:32])=[N:37][O:36][N:35]=3)[N:39]([CH2:49][CH3:50])[C:40]=2[C:45]([O:46][CH2:51][C@H:19]2[CH2:18][CH2:17][CH2:16][N:20]([CH3:27])[CH2:14]2)=[CH:44][N:43]=1. Given the reactants [C:18]1(P([C:14]2[CH:19]=[CH:18][CH:17]=[CH:16]C=2)[C:18]2[CH:19]=[CH:14]C=[CH:16][CH:17]=2)[CH:19]=[CH:14]C=[CH:16][CH:17]=1.[N:20]([C:27](OCC)=O)=NC(OCC)=O.[NH2:32][C:33]1[C:34]([C:38]2[N:39]([CH2:49][CH3:50])[C:40]3[C:45]([OH:46])=[CH:44][N:43]=[C:42]([Cl:47])[C:41]=3[N:48]=2)=[N:35][O:36][N:37]=1.[CH2:51](Cl)Cl, predict the reaction product. (4) The product is: [CH2:12]([O:11][C:9]([N:6]1[CH2:7][CH2:8][C:4]([CH3:3])([C:19]([OH:21])=[O:20])[CH2:5]1)=[O:10])[C:13]1[CH:14]=[CH:15][CH:16]=[CH:17][CH:18]=1. Given the reactants [Li+].[OH-].[CH3:3][C:4]1([C:19]([O:21]C)=[O:20])[CH2:8][CH2:7][N:6]([C:9]([O:11][CH2:12][C:13]2[CH:18]=[CH:17][CH:16]=[CH:15][CH:14]=2)=[O:10])[CH2:5]1, predict the reaction product. (5) Given the reactants [CH:1]([C:4]1[C:8]([CH2:9][CH2:10][C:11]([O:13][CH2:14][CH3:15])=[O:12])=[CH:7][NH:6][N:5]=1)([CH3:3])[CH3:2].Cl[C:17]1[CH:22]=[C:21]([C:23]([F:26])([F:25])[F:24])[CH:20]=[CH:19][N:18]=1.[H-].[Na+].Cl, predict the reaction product. The product is: [CH:1]([C:4]1[C:8]([CH2:9][CH2:10][C:11]([O:13][CH2:14][CH3:15])=[O:12])=[CH:7][N:6]([C:17]2[CH:22]=[C:21]([C:23]([F:26])([F:25])[F:24])[CH:20]=[CH:19][N:18]=2)[N:5]=1)([CH3:3])[CH3:2]. (6) The product is: [CH:1]1([C:4]([N:6]2[CH2:10][CH2:9][C@@H:8]([CH2:11][N:12]3[C:16]4[CH:17]=[CH:18][C:19]([C:21]([F:22])([F:24])[F:23])=[CH:20][C:15]=4[N:14]=[C:13]3[C:25]3[CH:30]=[CH:29][C:28]([C:41]4[CH:42]=[C:43]5[C:47](=[CH:48][CH:49]=4)[NH:46][CH2:45][CH2:44]5)=[CH:27][CH:26]=3)[CH2:7]2)=[O:5])[CH2:2][CH2:3]1. Given the reactants [CH:1]1([C:4]([N:6]2[CH2:10][CH2:9][C@@H:8]([CH2:11][N:12]3[C:16]4[CH:17]=[CH:18][C:19]([C:21]([F:24])([F:23])[F:22])=[CH:20][C:15]=4[N:14]=[C:13]3[C:25]3[CH:30]=[CH:29][C:28](B4OC(C)(C)C(C)(C)O4)=[CH:27][CH:26]=3)[CH2:7]2)=[O:5])[CH2:3][CH2:2]1.Br[C:41]1[CH:42]=[C:43]2[C:47](=[CH:48][CH:49]=1)[NH:46][CH2:45][CH2:44]2.C(=O)([O-])[O-].[K+].[K+], predict the reaction product. (7) Given the reactants F[C:2]1[CH:7]=[CH:6][CH:5]=[C:4]([F:8])[C:3]=1[N+:9]([O-:11])=[O:10].[CH3:12][O:13][C:14]1[CH:19]=[CH:18][C:17]([NH2:20])=[CH:16][CH:15]=1.C(=O)([O-])[O-].[K+].[K+].O, predict the reaction product. The product is: [F:8][C:4]1[C:3]([N+:9]([O-:11])=[O:10])=[C:2]([CH:7]=[CH:6][CH:5]=1)[NH:20][C:17]1[CH:18]=[CH:19][C:14]([O:13][CH3:12])=[CH:15][CH:16]=1. (8) The product is: [F:18][CH:2]([F:1])[CH2:3][N:4]([C:5]1[CH:6]=[N:7][CH:8]=[CH:9][C:10]=1[C:11]1[CH:16]=[CH:15][CH:14]=[CH:13][C:12]=1[F:17])[C:26](=[O:27])[C:25]1[CH:43]=[C:44]([C:46]([F:49])([F:47])[F:48])[CH:45]=[C:23]([S:20]([CH3:19])(=[O:22])=[O:21])[CH:24]=1. Given the reactants [F:1][CH:2]([F:18])[CH2:3][NH:4][C:5]1[CH:6]=[N:7][CH:8]=[CH:9][C:10]=1[C:11]1[CH:16]=[CH:15][CH:14]=[CH:13][C:12]=1[F:17].[CH3:19][S:20]([C:23]1[CH:24]=[C:25]([CH:43]=[C:44]([C:46]([F:49])([F:48])[F:47])[CH:45]=1)[C:26](N(C)C1C=NC=CC=1C1C=CC=CC=1C)=[O:27])(=[O:22])=[O:21].F[B-](F)(F)F.BrC1C=CC=C[N+]=1CC.C(N(CC)C(C)C)(C)C, predict the reaction product.